From a dataset of Forward reaction prediction with 1.9M reactions from USPTO patents (1976-2016). Predict the product of the given reaction. (1) Given the reactants [I:1][C:2]1[N:6]=[C:5]([C:7]2[CH:12]=[CH:11][CH:10]=[C:9]([C:13]([F:16])([F:15])[F:14])[CH:8]=2)[N:4]([CH3:17])[C:3]=1[C:18](O)=[O:19].[N:21]1([CH:28]2[CH2:33][CH2:32][NH:31][CH2:30][CH2:29]2)[CH2:26][CH2:25][CH2:24][CH:23]([OH:27])[CH2:22]1, predict the reaction product. The product is: [OH:27][CH:23]1[CH2:24][CH2:25][CH2:26][N:21]([CH:28]2[CH2:33][CH2:32][N:31]([C:18]([C:3]3[N:4]([CH3:17])[C:5]([C:7]4[CH:12]=[CH:11][CH:10]=[C:9]([C:13]([F:14])([F:15])[F:16])[CH:8]=4)=[N:6][C:2]=3[I:1])=[O:19])[CH2:30][CH2:29]2)[CH2:22]1. (2) The product is: [F:4][C:5]1[CH:6]=[C:7]([C:12]2[N:13]=[C:14]([CH:24]3[CH2:25][CH2:26][N:27]([C:31]4[C:32]5[CH2:39][C:38](=[O:40])[NH:37][C:33]=5[N:34]=[CH:35][N:36]=4)[CH2:28][CH2:29]3)[N:15]([CH2:17][CH2:18][N:19]3[CH2:20][CH2:21][CH2:22][CH2:23]3)[CH:16]=2)[CH:8]=[CH:9][C:10]=1[F:11]. Given the reactants Cl.Cl.Cl.[F:4][C:5]1[CH:6]=[C:7]([C:12]2[N:13]=[C:14]([CH:24]3[CH2:29][CH2:28][NH:27][CH2:26][CH2:25]3)[N:15]([CH2:17][CH2:18][N:19]3[CH2:23][CH2:22][CH2:21][CH2:20]3)[CH:16]=2)[CH:8]=[CH:9][C:10]=1[F:11].Cl[C:31]1[C:32]2[CH2:39][C:38](=[O:40])[NH:37][C:33]=2[N:34]=[CH:35][N:36]=1.CCN(C(C)C)C(C)C, predict the reaction product. (3) Given the reactants [Cl:1][C:2]1[CH:3]=[C:4]2[C:9](=[CH:10][CH:11]=1)[CH:8]=[C:7]([S:12]([CH2:15][CH2:16][C:17]([N:19]1[CH2:24][CH2:23][NH:22][CH2:21][CH2:20]1)=[O:18])(=[O:14])=[O:13])[CH:6]=[CH:5]2.Cl.[Cl:26][CH2:27][C:28]1[N:29]([CH3:35])/[C:30](=[N:33]/[CH3:34])/[S:31][CH:32]=1.C(=O)([O-])[O-].[K+].[K+].Cl, predict the reaction product. The product is: [ClH:1].[ClH:26].[Cl:1][C:2]1[CH:3]=[C:4]2[C:9](=[CH:10][CH:11]=1)[CH:8]=[C:7]([S:12]([CH2:15][CH2:16][C:17]([N:19]1[CH2:20][CH2:21][N:22]([CH2:27][C:28]3[N:29]([CH3:35])/[C:30](=[N:33]/[CH3:34])/[S:31][CH:32]=3)[CH2:23][CH2:24]1)=[O:18])(=[O:14])=[O:13])[CH:6]=[CH:5]2. (4) Given the reactants Br[C:2]1[N:7]=[C:6]([CH:8]=[O:9])[CH:5]=[CH:4][CH:3]=1.[CH3:10][S:11]([N:14]1[CH2:19][CH2:18][NH:17][CH2:16][CH2:15]1)(=[O:13])=[O:12].C(=O)([O-])[O-].[K+].[K+].Cl, predict the reaction product. The product is: [CH3:10][S:11]([N:14]1[CH2:19][CH2:18][N:17]([C:2]2[N:7]=[C:6]([CH:8]=[O:9])[CH:5]=[CH:4][CH:3]=2)[CH2:16][CH2:15]1)(=[O:13])=[O:12]. (5) Given the reactants [NH2:1][CH2:2][C:3]1[CH:38]=[CH:37][C:6]([O:7][C:8]2[CH:13]=[CH:12][C:11]([C:14]3[C:22]4[C:17](=[N:18][CH:19]=[N:20][C:21]=4[NH2:23])[N:16]([C@H:24]4[CH2:29][CH2:28][C@@H:27]([N:30]5[CH2:35][CH2:34][N:33]([CH3:36])[CH2:32][CH2:31]5)[CH2:26][CH2:25]4)[N:15]=3)=[CH:10][CH:9]=2)=[CH:5][CH:4]=1.[C:39]([O:42]C(=O)C)(=[O:41])[CH3:40], predict the reaction product. The product is: [C:39]([OH:42])(=[O:41])[CH3:40].[NH2:23][C:21]1[N:20]=[CH:19][N:18]=[C:17]2[N:16]([C@H:24]3[CH2:29][CH2:28][C@@H:27]([N:30]4[CH2:35][CH2:34][N:33]([CH3:36])[CH2:32][CH2:31]4)[CH2:26][CH2:25]3)[N:15]=[C:14]([C:11]3[CH:12]=[CH:13][C:8]([O:7][C:6]4[CH:5]=[CH:4][C:3]([CH2:2][NH:1][C:39](=[O:41])[CH3:40])=[CH:38][CH:37]=4)=[CH:9][CH:10]=3)[C:22]=12.